Dataset: Reaction yield outcomes from USPTO patents with 853,638 reactions. Task: Predict the reaction yield, written as a fraction of the theoretical maximum amount of product (1.0 means a 100% yield; for example, 0.34 means a 34% yield). (1) The reactants are [CH2:1]([C:5]1[N:10]=[C:9]([CH3:11])[N:8]([C:12]2[CH:17]=[CH:16][CH:15]=[C:14]([CH:18]([O:20][Si](C(C)(C)C)(C)C)[CH3:19])[CH:13]=2)[C:7](=[O:28])[C:6]=1[CH2:29][C:30]1[CH:35]=[CH:34][C:33]([C:36]2[CH:41]=[CH:40][CH:39]=[CH:38][C:37]=2[C:42]2[NH:46][C:45](=[O:47])[O:44][N:43]=2)=[CH:32][CH:31]=1)[CH2:2][CH2:3][CH3:4].[F-].C([N+](CCCC)(CCCC)CCCC)CCC.C(OCC)(=O)C.O. The catalyst is O1CCCC1. The product is [CH2:1]([C:5]1[N:10]=[C:9]([CH3:11])[N:8]([C:12]2[CH:17]=[CH:16][CH:15]=[C:14]([CH:18]([OH:20])[CH3:19])[CH:13]=2)[C:7](=[O:28])[C:6]=1[CH2:29][C:30]1[CH:35]=[CH:34][C:33]([C:36]2[CH:41]=[CH:40][CH:39]=[CH:38][C:37]=2[C:42]2[NH:46][C:45](=[O:47])[O:44][N:43]=2)=[CH:32][CH:31]=1)[CH2:2][CH2:3][CH3:4]. The yield is 0.630. (2) The reactants are [Cl:1][C:2]1[CH:3]=[C:4]([NH:26][C:27]([C:29]2[S:33][C:32]3[CH:34]=[CH:35][C:36]([NH:38][S:39]([CH:42]=[CH2:43])(=[O:41])=[O:40])=[CH:37][C:31]=3[CH:30]=2)=[O:28])[CH:5]=[C:6]([C:8]([C:11]2[CH:16]=[C:15]([O:17][C:18]([F:21])([F:20])[F:19])[CH:14]=[C:13]([O:22][CH:23]([CH3:25])[CH3:24])[CH:12]=2)([CH3:10])[CH3:9])[CH:7]=1.[NH:44]([CH3:46])[CH3:45]. The catalyst is C1COCC1. The product is [Cl:1][C:2]1[CH:3]=[C:4]([NH:26][C:27]([C:29]2[S:33][C:32]3[CH:34]=[CH:35][C:36]([NH:38][S:39]([CH2:42][CH2:43][N:44]([CH3:46])[CH3:45])(=[O:40])=[O:41])=[CH:37][C:31]=3[CH:30]=2)=[O:28])[CH:5]=[C:6]([C:8]([C:11]2[CH:16]=[C:15]([O:17][C:18]([F:21])([F:19])[F:20])[CH:14]=[C:13]([O:22][CH:23]([CH3:24])[CH3:25])[CH:12]=2)([CH3:10])[CH3:9])[CH:7]=1. The yield is 0.930. (3) The reactants are [CH:1]1[CH:6]=[C:5]2[C:7]([NH:9][C:10]([NH:12][C:4]2=[CH:3][CH:2]=1)=O)=[O:8].CN(C)C1C=CC=CC=1. The catalyst is P(Cl)(Cl)(Cl)=O. The product is [CH:1]1[CH:2]=[CH:3][C:4]2[N:12]=[CH:10][NH:9][C:7](=[O:8])[C:5]=2[CH:6]=1. The yield is 0.620. (4) The reactants are [OH:1][C:2]1[CH:7]=[CH:6][C:5]([C:8]2[CH:13]=[CH:12][C:11]([C:14]#[N:15])=[CH:10][CH:9]=2)=[CH:4][CH:3]=1.[I-:16].[Na+].[OH-].[Na+].Cl[O-].[Na+].P([O-])(O)(O)=O.[Na+]. The catalyst is CO.S([O-])([O-])(=O)=S.[Na+].[Na+].O. The product is [OH:1][C:2]1[CH:3]=[CH:4][C:5]([C:8]2[CH:13]=[CH:12][C:11]([C:14]#[N:15])=[CH:10][CH:9]=2)=[CH:6][C:7]=1[I:16]. The yield is 0.530. (5) The reactants are [OH:1][C:2]1[C:7]([C:8]#[N:9])=[CH:6][N:5]=[CH:4][CH:3]=1.[I:10]I.[OH-].[Na+]. The catalyst is O. The product is [OH:1][C:2]1[C:7]([C:8]#[N:9])=[CH:6][N:5]=[CH:4][C:3]=1[I:10]. The yield is 0.610. (6) The reactants are [CH:1]1([N:6]2[C:14]3[CH:13]=[C:12]([C:15]4[CH:20]=[CH:19][CH:18]=[C:17]([O:21][CH2:22][CH2:23][CH2:24]O)[CH:16]=4)[CH:11]=[C:10]([C:26]([NH:28][CH2:29][C:30]4[C:31](=[O:38])[NH:32][C:33]([CH3:37])=[CH:34][C:35]=4[CH3:36])=[O:27])[C:9]=3[CH:8]=[N:7]2)[CH2:5][CH2:4][CH2:3][CH2:2]1.C1(P(C2C=CC=CC=2)C2C=CC=CC=2)C=CC=CC=1.C(Br)(Br)(Br)[Br:59].O. The catalyst is C(Cl)Cl. The product is [Br:59][CH2:24][CH2:23][CH2:22][O:21][C:17]1[CH:16]=[C:15]([C:12]2[CH:11]=[C:10]([C:26]([NH:28][CH2:29][C:30]3[C:31](=[O:38])[NH:32][C:33]([CH3:37])=[CH:34][C:35]=3[CH3:36])=[O:27])[C:9]3[CH:8]=[N:7][N:6]([CH:1]4[CH2:5][CH2:4][CH2:3][CH2:2]4)[C:14]=3[CH:13]=2)[CH:20]=[CH:19][CH:18]=1. The yield is 0.710.